Dataset: NCI-60 drug combinations with 297,098 pairs across 59 cell lines. Task: Regression. Given two drug SMILES strings and cell line genomic features, predict the synergy score measuring deviation from expected non-interaction effect. (1) Drug 1: C1CC2CC3=C(CC1C24CN(S(=O)(=O)N4)CC(F)(F)F)C=CC(=C3)C=CCN5CCC(CC5)C(F)(F)F. Drug 2: C1CC(C1)(C2=CC=C(C=C2)C3=C(C=C4C(=N3)C=CN5C4=NNC5=O)C6=CC=CC=C6)N. Cell line: T-47D. Synergy scores: CSS=51.7, Synergy_ZIP=3.61, Synergy_Bliss=4.57, Synergy_Loewe=13.6, Synergy_HSA=15.3. (2) Drug 1: C1CN(CCN1C(=O)CCBr)C(=O)CCBr. Drug 2: COCCOC1=C(C=C2C(=C1)C(=NC=N2)NC3=CC=CC(=C3)C#C)OCCOC.Cl. Cell line: SF-539. Synergy scores: CSS=36.0, Synergy_ZIP=-10.6, Synergy_Bliss=-7.99, Synergy_Loewe=-3.70, Synergy_HSA=-5.10. (3) Drug 1: CC1CCC2CC(C(=CC=CC=CC(CC(C(=O)C(C(C(=CC(C(=O)CC(OC(=O)C3CCCCN3C(=O)C(=O)C1(O2)O)C(C)CC4CCC(C(C4)OC)O)C)C)O)OC)C)C)C)OC. Drug 2: CCN(CC)CCCC(C)NC1=C2C=C(C=CC2=NC3=C1C=CC(=C3)Cl)OC. Cell line: SNB-19. Synergy scores: CSS=35.1, Synergy_ZIP=-6.37, Synergy_Bliss=3.64, Synergy_Loewe=1.44, Synergy_HSA=4.63. (4) Drug 2: C1=CC(=CC=C1CCCC(=O)O)N(CCCl)CCCl. Drug 1: CN(C)C1=NC(=NC(=N1)N(C)C)N(C)C. Synergy scores: CSS=11.1, Synergy_ZIP=3.59, Synergy_Bliss=8.90, Synergy_Loewe=0.506, Synergy_HSA=5.72. Cell line: SK-MEL-2. (5) Drug 1: CCCCCOC(=O)NC1=NC(=O)N(C=C1F)C2C(C(C(O2)C)O)O. Drug 2: CC1=C2C(C(=O)C3(C(CC4C(C3C(C(C2(C)C)(CC1OC(=O)C(C(C5=CC=CC=C5)NC(=O)C6=CC=CC=C6)O)O)OC(=O)C7=CC=CC=C7)(CO4)OC(=O)C)O)C)OC(=O)C. Cell line: U251. Synergy scores: CSS=46.4, Synergy_ZIP=6.52, Synergy_Bliss=4.28, Synergy_Loewe=-31.3, Synergy_HSA=4.99. (6) Drug 1: C1CC(=O)NC(=O)C1N2CC3=C(C2=O)C=CC=C3N. Drug 2: C1=CC(=CC=C1CC(C(=O)O)N)N(CCCl)CCCl.Cl. Cell line: SR. Synergy scores: CSS=66.5, Synergy_ZIP=11.3, Synergy_Bliss=11.2, Synergy_Loewe=-2.56, Synergy_HSA=14.4. (7) Drug 1: CS(=O)(=O)C1=CC(=C(C=C1)C(=O)NC2=CC(=C(C=C2)Cl)C3=CC=CC=N3)Cl. Drug 2: CC1=C2C(C(=O)C3(C(CC4C(C3C(C(C2(C)C)(CC1OC(=O)C(C(C5=CC=CC=C5)NC(=O)OC(C)(C)C)O)O)OC(=O)C6=CC=CC=C6)(CO4)OC(=O)C)O)C)O. Cell line: UACC-257. Synergy scores: CSS=33.4, Synergy_ZIP=9.08, Synergy_Bliss=9.83, Synergy_Loewe=-1.64, Synergy_HSA=8.29. (8) Drug 1: CC1=C(C(=CC=C1)Cl)NC(=O)C2=CN=C(S2)NC3=CC(=NC(=N3)C)N4CCN(CC4)CCO. Drug 2: CC(C)CN1C=NC2=C1C3=CC=CC=C3N=C2N. Cell line: NCIH23. Synergy scores: CSS=4.50, Synergy_ZIP=-5.21, Synergy_Bliss=-5.10, Synergy_Loewe=-9.79, Synergy_HSA=-8.28.